From a dataset of TCR-epitope binding with 47,182 pairs between 192 epitopes and 23,139 TCRs. Binary Classification. Given a T-cell receptor sequence (or CDR3 region) and an epitope sequence, predict whether binding occurs between them. (1) The epitope is PROT_97E67BCC. The TCR CDR3 sequence is CASRIRTSGGEQYF. Result: 1 (the TCR binds to the epitope). (2) The epitope is IPSINVHHY. The TCR CDR3 sequence is CASSEPSGWDTTDTQYF. Result: 0 (the TCR does not bind to the epitope). (3) The epitope is EILDITPCSF. The TCR CDR3 sequence is CAISESTRGGSGPDTQYF. Result: 1 (the TCR binds to the epitope).